The task is: Predict the reaction yield, written as a fraction of the theoretical maximum amount of product (1.0 means a 100% yield; for example, 0.34 means a 34% yield).. This data is from Reaction yield outcomes from USPTO patents with 853,638 reactions. (1) The yield is 0.750. The catalyst is C(O)C.[Pd]. The product is [CH2:1]([O:8][CH2:9][CH:10]1[CH2:15][C:14](=[O:16])[CH2:13][CH2:12][O:11]1)[C:2]1[CH:3]=[CH:4][CH:5]=[CH:6][CH:7]=1. The reactants are [CH2:1]([O:8][CH2:9][CH:10]1[CH2:15][C:14](=[O:16])[CH:13]=[CH:12][O:11]1)[C:2]1[CH:7]=[CH:6][CH:5]=[CH:4][CH:3]=1. (2) The reactants are [C:1]([C:3]1[CH:8]=[CH:7][C:6]([S:9]([NH2:12])(=[O:11])=[O:10])=[C:5]([NH:13][S:14](/[CH:17]=[CH:18]/[C:19]2[CH:24]=[CH:23][C:22]([Cl:25])=[C:21]([Cl:26])[CH:20]=2)(=[O:16])=[O:15])[CH:4]=1)#[N:2].C([O-])(=O)C.[Na+].C1(C)C=CC(S(NN)(=O)=O)=CC=1. The catalyst is O1CCCC1. The product is [C:1]([C:3]1[CH:8]=[CH:7][C:6]([S:9]([NH2:12])(=[O:10])=[O:11])=[C:5]([NH:13][S:14]([CH2:17][CH2:18][C:19]2[CH:24]=[CH:23][C:22]([Cl:25])=[C:21]([Cl:26])[CH:20]=2)(=[O:16])=[O:15])[CH:4]=1)#[N:2]. The yield is 0.0400.